This data is from hERG potassium channel inhibition data for cardiac toxicity prediction from Karim et al.. The task is: Regression/Classification. Given a drug SMILES string, predict its toxicity properties. Task type varies by dataset: regression for continuous values (e.g., LD50, hERG inhibition percentage) or binary classification for toxic/non-toxic outcomes (e.g., AMES mutagenicity, cardiotoxicity, hepatotoxicity). Dataset: herg_karim. The compound is CCOC(=O)C1(C)Oc2ccc(CNC34CCC(CCc5c(F)cnc6ccc(OC)nc56)(CC3)OC4)nc2NC1=O. The result is 1 (blocker).